Task: Predict the product of the given reaction.. Dataset: Forward reaction prediction with 1.9M reactions from USPTO patents (1976-2016) Given the reactants [C:1]([NH:5][S:6]([C:9]1[CH:14]=[CH:13][CH:12]=[C:11]([C:15]2[N:23]3[C:18]([CH:19]=[N:20][C:21](O)=[N:22]3)=[CH:17][CH:16]=2)[CH:10]=1)(=[O:8])=[O:7])([CH3:4])([CH3:3])[CH3:2].C1C=CC(N(S(C(F)(F)F)(=O)=O)S(C(F)(F)F)(=O)=O)=CC=1.C(N(CC)C(C)C)(C)C.CN(C)C=O.[N:60]1([CH:66]2[CH2:71][CH2:70][CH:69]([C:72]3[CH:77]=[CH:76][C:75]([NH2:78])=[CH:74][CH:73]=3)[CH2:68][CH2:67]2)[CH2:65][CH2:64][O:63][CH2:62][CH2:61]1, predict the reaction product. The product is: [C:1]([NH:5][S:6]([C:9]1[CH:14]=[CH:13][CH:12]=[C:11]([C:15]2[N:23]3[C:18]([CH:19]=[N:20][C:21]([NH:78][C:75]4[CH:76]=[CH:77][C:72]([CH:69]5[CH2:68][CH2:67][CH:66]([N:60]6[CH2:61][CH2:62][O:63][CH2:64][CH2:65]6)[CH2:71][CH2:70]5)=[CH:73][CH:74]=4)=[N:22]3)=[CH:17][CH:16]=2)[CH:10]=1)(=[O:8])=[O:7])([CH3:2])([CH3:3])[CH3:4].